From a dataset of Peptide-MHC class I binding affinity with 185,985 pairs from IEDB/IMGT. Regression. Given a peptide amino acid sequence and an MHC pseudo amino acid sequence, predict their binding affinity value. This is MHC class I binding data. (1) The MHC is HLA-A02:06 with pseudo-sequence HLA-A02:06. The peptide sequence is EFKSRFFVM. The binding affinity (normalized) is 0.0847. (2) The peptide sequence is SQGLPEEL. The MHC is H-2-Kb with pseudo-sequence H-2-Kb. The binding affinity (normalized) is 0.0234. (3) The peptide sequence is HTSALSLGY. The MHC is HLA-B46:01 with pseudo-sequence HLA-B46:01. The binding affinity (normalized) is 0.0847. (4) The peptide sequence is IPAHPLRML. The MHC is HLA-B15:09 with pseudo-sequence HLA-B15:09. The binding affinity (normalized) is 0.0847.